From a dataset of Drug-target binding data from BindingDB using Ki measurements. Regression. Given a target protein amino acid sequence and a drug SMILES string, predict the binding affinity score between them. We predict pKi (pKi = -log10(Ki in M); higher means stronger inhibition). Dataset: bindingdb_ki. (1) The small molecule is S=C([S-])[S-]. The target protein sequence is MKKTFLIALALAASLIGAENTKWDYKNKENGPHRWDKLHKDFEVCKSGKSQSPINIEHYYHTQDKTDLQFKYAASKPKAVFFTHHTLKASFEPTNHINYRGHDYVLDNVHFHAPMEFLINNKTRPLSAHFVHKDAKGRLLVLAIGFEEGKENPNLDPILEDIQKKQNFKEVALDAFLPKTINYYHFNGSLTAPPCTEGVAWFVIEEPLEVSAKQLAEIKKRMKNSPNQRPVQPDYNTVIIKSSAETR. The pKi is 3.4. (2) The drug is O=Cc1cncc(Br)c1. The target protein sequence is MTKALISIDYTEDFVADSGKLTAGAPAQAISDAISKVTRLAFERGDYIFFTIDAHEENDCFHPESKLFPPHNLIGTSGRNLYGDLGIFYQEHGSDSRVFWMDKRHYSAFSGTDLDIRLRERRVSTVILTGVLTDICVLHTAIDAYNLGYDIEIVKPAVASIWPENHQFALGHFKNTLGAKLVDENLNELSE. The pKi is 7.2. (3) The small molecule is CC(=O)N[C@@H](CCCNC(=N)N)C(=O)N[C@H]1CCC(=O)NCCC[C@@H](C(N)=O)NC(=O)[C@H](Cc2c[nH]c3ccccc23)NC(=O)[C@H](CCCNC(=N)N)NC(=O)[C@@H](Cc2ccc(F)cc2)NC(=O)[C@@H]2CCCN2C1=O. The target protein (P32245) has sequence MVNSTHRGMHTSLHLWNRSSYRLHSNASESLGKGYSDGGCYEQLFVSPEVFVTLGVISLLENILVIVAIAKNKNLHSPMYFFICSLAVADMLVSVSNGSETIVITLLNSTDTDAQSFTVNIDNVIDSVICSSLLASICSLLSIAVDRYFTIFYALQYHNIMTVKRVGIIISCIWAACTVSGILFIIYSDSSAVIICLITMFFTMLALMASLYVHMFLMARLHIKRIAVLPGTGAIRQGANMKGAITLTILIGVFVVCWAPFFLHLIFYISCPQNPYCVCFMSHFNLYLILIMCNSIIDPLIYALRSQELRKTFKEIICCYPLGGLCDLSSRY. The pKi is 8.3. (4) The compound is CCCN(CCC)C1CCc2cccc(O)c2C1. The target protein (P31387) has sequence MEVSNLSGATPGLAFPPGPESCSDSPSSGRSMGSTPGGLILPGREPPFSAFTVLVVTLLVLLIAATFLWNLLVLVTILRVRAFHRVPHNLVASTAVSDVLVAVLVMPLSLVSELSAGRRWQLGRSLCHVWISFDVLCCTASIWNVAAIALDRYWTITRHLQYTLRTRSRASALMIAITWALSALIALAPLLFGWGEAYDARLQRCQVSQEPSYAVFSTCGAFYLPLAVVLFVYWKIYKAAKFRFGRRRRAVVPLPATTQAKEAPPESEMVFTARRRATVTFQTSGDSWREQKEKRAAMMVGILIGVFVLCWIPFFLTELISPLCACSLPPIWKSIFLWLGYSNSFFNPLIYTAFNKNYNNAFKSLFTKQR. The pKi is 6.4. (5) The compound is CO[C@@]1(NC(=O)Cc2cccs2)C(=O)N2C(C(=O)O)=C(COC(N)=O)CS[C@@H]21. The target protein sequence is MRFKKISCLLLSPLFIFSTSIYAGNTPKDQEIKKLVDQNFKPLLEKYDVPGMAVGVIQNNKKYEMYYGLQSVQDKKAVNRSTIFELGSVSKLFTATAGGYAKNKGKISFDDTPGKYWKELKNTPIDQVNLLQLATYTSGNLALQFPDEVQTDQQVLTFFKDWQPKNPIGEYRQYSNPSIGLFGKVVALSMNKPFDQVLEKTIFPALGLKHSYVNVPKTQMQNYAFGYNQENQPIRVNPGPLDAPAYGVKSTLPDMLSFIHANLNPQKYPADIQRAINETHQGFYQVNTMYQALGWEEFSYPATLQTLLDSNSEQIVMKPNKVTAISKEPSVKMYHKTGSTNGFGTYVVFIPKENIGLVMLTNKRIPNEERIKAAYAVLDAIKK. The pKi is 6.3. (6) The small molecule is COc1ccccc1N1CCN(Cc2cn(CCOCCOCCOCCF)nn2)CC1. The target protein (P50130) has sequence MRTLNTSTMDGTGLVVERDFSFRILTACFLSLLILSTLLGNTLVCAAVIRFRHLRSKVTNFFVISLAVSDLLVAVLVMPWKAVAEIAGFWPFGSFCNIWVAFDIMCSTASILNLCVISVDRYWAISSPFRYERKMTPKAAFILISVAWTLSVLISFIPVQLSWHKAKPTSPSDGNVTSLGKTTHNCDSSLSRTYAISSSLISFYIPVAIMIVTYTRIYRIAQKQIRRISALERAAVHAKNCQTTAGNGNPAECSQPESSFKMSFKRETKVLKTLSVIMGVFVCCWLPFFILNCMVPFCGSGETKPFCIDSITFDVFVWFGWANSSLNPIIYAFNADFRKAFSTLLGCYRLCPTSTNAIETVSINNNGAVVFSSHHEPRGSISKDCNLVYLIPHAVGSSEDLKKEEAGGIASPLEKLSPALSVILDYDTDVSLEKIQPITQNGQHPT. The pKi is 4.2.